This data is from Catalyst prediction with 721,799 reactions and 888 catalyst types from USPTO. The task is: Predict which catalyst facilitates the given reaction. (1) Reactant: [C:1]([C:3]1[CH:4]=[N:5][C:6]2[C:11]([N:12]=1)=[CH:10][C:9]([C:13]([C:15]1[CH:20]=[CH:19][C:18]([NH:21]C(=O)OC(C)(C)C)=[CH:17][C:16]=1[F:29])=[O:14])=[CH:8][CH:7]=2)#[N:2].C(O)(C(F)(F)F)=O. Product: [NH2:21][C:18]1[CH:19]=[CH:20][C:15]([C:13]([C:9]2[CH:10]=[C:11]3[C:6]([N:5]=[CH:4][C:3]([C:1]#[N:2])=[N:12]3)=[CH:7][CH:8]=2)=[O:14])=[C:16]([F:29])[CH:17]=1. The catalyst class is: 2. (2) Reactant: Br[CH:2]([CH2:18]Br)[C:3]([C:12]1[CH:17]=[CH:16][CH:15]=[CH:14][CH:13]=1)([C:6]1[CH:11]=[CH:10][CH:9]=[CH:8][CH:7]=1)[C:4]#[N:5].C(O[K])(C)(C)C.CCOCC.[NH4+].[Cl-]. Product: [C:12]1([C:3]([C:6]2[CH:7]=[CH:8][CH:9]=[CH:10][CH:11]=2)([C:2]#[CH:18])[C:4]#[N:5])[CH:13]=[CH:14][CH:15]=[CH:16][CH:17]=1. The catalyst class is: 1.